Dataset: Experimentally validated miRNA-target interactions with 360,000+ pairs, plus equal number of negative samples. Task: Binary Classification. Given a miRNA mature sequence and a target amino acid sequence, predict their likelihood of interaction. The miRNA is mmu-miR-127-5p with sequence CUGAAGCUCAGAGGGCUCUGAU. The protein sequence of the target gene is MPITRMRMRPWLEMQINSNQIPGLIWINKEEMIFQIPWKHAAKHGWDINKDACLFRSWAIHTGRYKAGEKEPDPKTWKANFRCAMNSLPDIEEVKDQSRNKGSSAVRVYRMLPPLTRNQRKERKSKSSRDTKSKTKRKLCGDVSPDTFSDGLSSSTLPDDHSSYTTQGYLGQDLDMERDITPALSPCVVSSSLSEWHMQMDIIPDSTTDLYNLQVSPMPSTSEAATDEDEEGKIAEDLMKLFEQSEWQPTHIDGKGYLLNEPGTQLSSVYGDFSCKEEPEIDSPRGDIGIGIQHVFTEMK.... Result: 0 (no interaction).